From a dataset of Reaction yield outcomes from USPTO patents with 853,638 reactions. Predict the reaction yield, written as a fraction of the theoretical maximum amount of product (1.0 means a 100% yield; for example, 0.34 means a 34% yield). (1) The reactants are Br[C:2]1[CH:7]=[CH:6][C:5]([C:8]2[NH:12][C:11]([C@@H:13]3[CH2:17][C@H:16]([CH3:18])[CH2:15][N:14]3[C:19]([O:21][C:22]([CH3:25])([CH3:24])[CH3:23])=[O:20])=[N:10][CH:9]=2)=[CH:4][CH:3]=1.[B:26]1([B:26]2[O:30][C:29]([CH3:32])([CH3:31])[C:28]([CH3:34])([CH3:33])[O:27]2)[O:30][C:29]([CH3:32])([CH3:31])[C:28]([CH3:34])([CH3:33])[O:27]1.CC([O-])=O.[K+]. The catalyst is O1CCOCC1.C1C=CC(P(C2C=CC=CC=2)[C-]2C=CC=C2)=CC=1.C1C=CC(P(C2C=CC=CC=2)[C-]2C=CC=C2)=CC=1.Cl[Pd]Cl.[Fe+2]. The product is [CH3:18][C@@H:16]1[CH2:15][N:14]([C:19]([O:21][C:22]([CH3:25])([CH3:24])[CH3:23])=[O:20])[C@H:13]([C:11]2[NH:12][C:8]([C:5]3[CH:6]=[CH:7][C:2]([B:26]4[O:30][C:29]([CH3:32])([CH3:31])[C:28]([CH3:34])([CH3:33])[O:27]4)=[CH:3][CH:4]=3)=[CH:9][N:10]=2)[CH2:17]1. The yield is 0.930. (2) The reactants are [NH:1]1[C:9]2[C:4](=[CH:5][CH:6]=[CH:7][CH:8]=2)[C:3]([CH:10]=[CH:11][C:12]2[CH:22]=[CH:21][CH:20]=[CH:19][C:13]=2/[C:14](/[NH:17][OH:18])=[N:15]\[H])=[N:2]1.[CH2:23]([CH:25](CC(Cl)=O)[C:26](Cl)=[O:27])[CH3:24].[H-].C([Al+]CC(C)C)C(C)C.[C@H](O)(C([O-])=O)[C@@H](O)C([O-])=O.[Na+].[K+]. The catalyst is N1C=CC=CC=1.O. The product is [NH:1]1[C:9]2[C:4](=[CH:5][CH:6]=[CH:7][CH:8]=2)[C:3](/[CH:10]=[CH:11]/[C:12]2[CH:22]=[CH:21][CH:20]=[CH:19][C:13]=2[C:14]2[N:15]=[C:24]([CH2:23][CH2:25][CH2:26][OH:27])[O:18][N:17]=2)=[N:2]1. The yield is 0.240. (3) The reactants are [OH:1][CH:2]1[CH2:7][CH2:6][CH:5]([C:8]([O:10][CH2:11][CH3:12])=[O:9])[CH2:4][CH2:3]1.[H-].[Na+].[CH3:15]I. The catalyst is O1CCCC1. The product is [CH3:15][O:1][CH:2]1[CH2:3][CH2:4][CH:5]([C:8]([O:10][CH2:11][CH3:12])=[O:9])[CH2:6][CH2:7]1. The yield is 0.740. (4) The reactants are [CH2:1]([OH:6])[CH2:2][CH2:3][CH:4]=[CH2:5].[CH3:7][C:8]1([CH:11]=[CH2:12])[CH2:10][O:9]1. The catalyst is C1C=CC(/C=C/C(/C=C/C2C=CC=CC=2)=O)=CC=1.C1C=CC(/C=C/C(/C=C/C2C=CC=CC=2)=O)=CC=1.C1C=CC(/C=C/C(/C=C/C2C=CC=CC=2)=O)=CC=1.C(Cl)(Cl)Cl.[Pd].[Pd].[C@H]1(NC(=O)C2C=CC=CC=2P(C2C=CC=CC=2)C2C=CC=CC=2)CCCC[C@@H]1NC(=O)C1C=CC=CC=1P(C1C=CC=CC=1)C1C=CC=CC=1.C(B(CC)CC)C.CCCCCC. The product is [CH3:7][C@@:8]([O:6][CH2:1][CH2:2][CH2:3][CH:4]=[CH2:5])([CH:11]=[CH2:12])[CH2:10][OH:9]. The yield is 0.940.